Dataset: CYP2D6 inhibition data for predicting drug metabolism from PubChem BioAssay. Task: Regression/Classification. Given a drug SMILES string, predict its absorption, distribution, metabolism, or excretion properties. Task type varies by dataset: regression for continuous measurements (e.g., permeability, clearance, half-life) or binary classification for categorical outcomes (e.g., BBB penetration, CYP inhibition). Dataset: cyp2d6_veith. (1) The compound is COc1ccc(C(=S)Nc2ccccc2)cc1. The result is 0 (non-inhibitor). (2) The result is 0 (non-inhibitor). The drug is O=c1c2c(n3cnnc3n1-c1ccccc1)-c1ccccc1CC21CCCCC1. (3) The molecule is CCCn1c(NC(=O)C2CCN(S(=O)(=O)c3cccs3)CC2)nc2ccccc21. The result is 1 (inhibitor). (4) The drug is COc1ccc(-n2c(=O)cnc3cnc(OC)nc32)cc1. The result is 0 (non-inhibitor). (5) The drug is Cc1n[nH]c(=S)n1/N=C/c1ccc(Br)o1. The result is 0 (non-inhibitor). (6) The molecule is Cc1cc(=O)oc2cc(O)ccc12. The result is 0 (non-inhibitor). (7) The result is 0 (non-inhibitor). The drug is NC1(C(=O)O)CC1.